This data is from Full USPTO retrosynthesis dataset with 1.9M reactions from patents (1976-2016). The task is: Predict the reactants needed to synthesize the given product. (1) Given the product [C:13]([Si:10]([CH3:12])([CH3:11])[O:9][C@@H:7]([CH3:8])[CH2:6][OH:5])([CH3:15])([CH3:16])[CH3:14], predict the reactants needed to synthesize it. The reactants are: [Li+].[BH4-].C([O:5][C:6](=O)[C@@H:7]([O:9][Si:10]([C:13]([CH3:16])([CH3:15])[CH3:14])([CH3:12])[CH3:11])[CH3:8])C.CO. (2) Given the product [Br:1][C:2]1[N:7]=[N:6][C:5]([C:8]([NH:13][CH3:12])=[O:10])=[CH:4][CH:3]=1, predict the reactants needed to synthesize it. The reactants are: [Br:1][C:2]1[N:7]=[N:6][C:5]([C:8]([OH:10])=O)=[CH:4][CH:3]=1.C1N=C[N:13](C(N2C=NC=C2)=O)[CH:12]=1.CN. (3) The reactants are: [Cl:1][C:2]1[CH:7]=[C:6]([NH:8][C:9]2[C:14]([C:15]3[N:23]=[C:22]([CH3:24])[N:21]=[C:20]4[C:16]=3[N:17]=[CH:18][N:19]4C3CCCCO3)=[CH:13][CH:12]=[CH:11][N:10]=2)[CH:5]=[CH:4][C:3]=1[NH:31][C:32](=[O:34])[CH3:33].FC(F)(F)C(O)=O.CO. Given the product [Cl:1][C:2]1[CH:7]=[C:6]([NH:8][C:9]2[C:14]([C:15]3[N:23]=[C:22]([CH3:24])[N:21]=[C:20]4[C:16]=3[N:17]=[CH:18][NH:19]4)=[CH:13][CH:12]=[CH:11][N:10]=2)[CH:5]=[CH:4][C:3]=1[NH:31][C:32](=[O:34])[CH3:33], predict the reactants needed to synthesize it. (4) Given the product [F:27][C:28]([F:41])([F:40])[S:29]([O:19][C:16]1[CH:17]=[CH:18][C:10]2[C:11]([CH:15]=1)=[CH:12][CH:13]=[C:14]1[C:9]=2[O:8][CH2:7][C:6]2[CH:20]=[C:2]([Br:1])[CH:3]=[CH:4][C:5]1=2)(=[O:31])=[O:30], predict the reactants needed to synthesize it. The reactants are: [Br:1][C:2]1[CH:3]=[CH:4][C:5]2[C:14]3[C:9](=[C:10]4[CH:18]=[CH:17][C:16]([OH:19])=[CH:15][C:11]4=[CH:12][CH:13]=3)[O:8][CH2:7][C:6]=2[CH:20]=1.N1C=CC=CC=1.[F:27][C:28]([F:41])([F:40])[S:29](O[S:29]([C:28]([F:41])([F:40])[F:27])(=[O:31])=[O:30])(=[O:31])=[O:30].Cl. (5) Given the product [Cl:7][C:8]1[CH:9]=[CH:10][C:11]([O:24][CH2:25][C:26]2[CH:27]=[CH:28][CH:29]=[CH:30][CH:31]=2)=[C:12]([CH2:14][N:15]2[C:19]([CH3:20])=[CH:18][C:17]([C:21]([NH:32][C:33]3[CH:38]=[CH:37][CH:36]=[CH:35][N:34]=3)=[O:23])=[N:16]2)[CH:13]=1, predict the reactants needed to synthesize it. The reactants are: C(Cl)(=O)C(Cl)=O.[Cl:7][C:8]1[CH:9]=[CH:10][C:11]([O:24][CH2:25][C:26]2[CH:31]=[CH:30][CH:29]=[CH:28][CH:27]=2)=[C:12]([CH2:14][N:15]2[C:19]([CH3:20])=[CH:18][C:17]([C:21]([OH:23])=O)=[N:16]2)[CH:13]=1.[NH2:32][C:33]1[CH:38]=[CH:37][CH:36]=[CH:35][N:34]=1.C(N(CC)CC)C. (6) Given the product [C:56]([SiH2:60][O:61][C:62]([CH3:83])([CH3:82])[CH:63]1[CH:68]([NH:69][CH2:70][C:71]2[CH:72]=[CH:73][C:74]3[O:79][CH2:78][C:77](=[O:80])[NH:76][C:75]=3[CH:81]=2)[CH2:67][CH2:66][NH:65][CH2:64]1)([CH3:59])([CH3:57])[CH3:58].[OH:54][CH:53]([C:50]1[CH:49]=[CH:48][CH:47]=[C:46]2[C:51]=1[CH:52]=[C:43]([O:42][CH3:41])[CH:44]=[N:45]2)[CH2:55][N:65]1[CH2:66][CH2:67][CH:68]([NH:69][CH2:70][C:71]2[CH:72]=[CH:73][C:74]3[O:79][CH2:78][C:77](=[O:80])[NH:76][C:75]=3[CH:81]=2)[CH:63]([CH2:62][OH:61])[CH2:64]1, predict the reactants needed to synthesize it. The reactants are: C([SiH2]OC(C)(C)C1C(NCC2C=CC3OCCOC=3C=2)CCNC1)(C)(C)C.O=C1NC2C=C(C=O)C=CC=2OC1.[CH3:41][O:42][C:43]1[CH:44]=[N:45][C:46]2[C:51]([CH:52]=1)=[C:50]([CH:53]1[CH2:55][O:54]1)[CH:49]=[CH:48][CH:47]=2.[C:56]([SiH2:60][O:61][C:62]([CH3:83])([CH3:82])[CH:63]1[CH:68]([NH:69][CH2:70][C:71]2[CH:72]=[CH:73][C:74]3[O:79][CH2:78][C:77](=[O:80])[NH:76][C:75]=3[CH:81]=2)[CH2:67][CH2:66][NH:65][CH2:64]1)([CH3:59])([CH3:58])[CH3:57]. (7) Given the product [CH3:60][O:61][C:62](=[O:67])[C@H:63]([OH:66])[CH2:64][NH:65][C:80](=[O:81])[C:20]1[CH:21]=[CH:22][C:14]([CH:13]([NH:23][C:24]([NH:26][C:27]2[CH:28]=[CH:29][C:30]([S:33][C:34]([F:37])([F:36])[F:35])=[CH:31][CH:32]=2)=[O:25])[C:10]2[CH:9]=[CH:8][C:7]([CH:1]3[CH2:2][CH2:3][CH2:4][CH2:5][CH2:6]3)=[CH:12][CH:11]=2)=[CH:18][CH:19]=1, predict the reactants needed to synthesize it. The reactants are: [CH:1]1([C:7]2[CH:12]=[CH:11][C:10]([CH:13]([NH:23][C:24]([NH:26][C:27]3[CH:32]=[CH:31][C:30]([S:33][C:34]([F:37])([F:36])[F:35])=[CH:29][CH:28]=3)=[O:25])[C:14]3([CH:22]=[CH:21][CH:20]=[CH:19][CH2:18]3)C(O)=O)=[CH:9][CH:8]=2)[CH2:6][CH2:5][CH2:4][CH2:3][CH2:2]1.C1C=NC2N(O)N=NC=2C=1.CCN=C=NCCCN(C)C.Cl.[CH3:60][O:61][C:62](=[O:67])[C@H:63]([OH:66])[CH2:64][NH2:65].C(N(C(C)C)CC)(C)C.CN([CH:80]=[O:81])C. (8) Given the product [CH2:1]([NH:8][C:29]([C:28]1[S:27][C:26]([N:32]2[CH2:36][CH2:35][N:34]([CH2:37][C:38]3[CH:39]=[CH:40][C:41]([O:44][C:45]([F:47])([F:46])[F:48])=[CH:42][CH:43]=3)[C:33]2=[O:49])=[N:25][C:24]=1[CH3:23])=[O:31])[C:2]1[CH:7]=[CH:6][CH:5]=[CH:4][CH:3]=1, predict the reactants needed to synthesize it. The reactants are: [CH2:1]([N:8]1CCN(C2SC(C(O)=O)=C(C)N=2)C1=O)[C:2]1[CH:7]=[CH:6][CH:5]=[CH:4][CH:3]=1.[CH3:23][C:24]1[N:25]=[C:26]([N:32]2[CH2:36][CH2:35][N:34]([CH2:37][C:38]3[CH:43]=[CH:42][C:41]([O:44][C:45]([F:48])([F:47])[F:46])=[CH:40][CH:39]=3)[C:33]2=[O:49])[S:27][C:28]=1[C:29]([OH:31])=O.C(N)C1C=CC=CC=1. (9) The reactants are: [O:1]=[C:2]([C:8]1[CH:13]=[CH:12][CH:11]=[CH:10][CH:9]=1)[C:3]([O:5][CH2:6][CH3:7])=[O:4].[CH3:14]/[C:15](/[CH2:19][CH2:20][CH:21]=[C:22](C)[CH3:23])=[CH:16]\CO.O(C)[Na]. Given the product [O:1]=[C:2]([C:8]1[CH:13]=[CH:12][CH:11]=[CH:10][CH:9]=1)[C:3]([O:5][CH2:6]/[CH:7]=[C:22](\[CH3:23])/[CH2:21][CH2:20][CH:19]=[C:15]([CH3:16])[CH3:14])=[O:4], predict the reactants needed to synthesize it.